From a dataset of Forward reaction prediction with 1.9M reactions from USPTO patents (1976-2016). Predict the product of the given reaction. Given the reactants [O:1]1[CH2:6][CH2:5][CH2:4][CH2:3][CH:2]1[O:7][C:8]1[CH:9]=[C:10]([CH:17]=O)[C:11]2[O:15][CH:14]=[CH:13][C:12]=2[CH:16]=1.[C-]#N.[Li+].O1CCCC1.[C:27](P(=O)(OCC)OCC)#[N:28].C(O)(C)(C)C, predict the reaction product. The product is: [O:1]1[CH2:6][CH2:5][CH2:4][CH2:3][CH:2]1[O:7][C:8]1[CH:9]=[C:10]([CH2:17][C:27]#[N:28])[C:11]2[O:15][CH:14]=[CH:13][C:12]=2[CH:16]=1.